Dataset: Peptide-MHC class I binding affinity with 185,985 pairs from IEDB/IMGT. Task: Regression. Given a peptide amino acid sequence and an MHC pseudo amino acid sequence, predict their binding affinity value. This is MHC class I binding data. (1) The peptide sequence is ATKDSFQSF. The MHC is HLA-B18:01 with pseudo-sequence HLA-B18:01. The binding affinity (normalized) is 0.0847. (2) The peptide sequence is AMNEENRFV. The MHC is HLA-B15:01 with pseudo-sequence HLA-B15:01. The binding affinity (normalized) is 0. (3) The peptide sequence is HKELAITAL. The MHC is HLA-B57:01 with pseudo-sequence HLA-B57:01. The binding affinity (normalized) is 0.0847.